Dataset: Forward reaction prediction with 1.9M reactions from USPTO patents (1976-2016). Task: Predict the product of the given reaction. (1) Given the reactants Br[C:2]1[C:3]([N:22]2[CH2:26][CH2:25][C@@H:24]([NH:27]C(=O)OC(C)(C)C)[CH2:23]2)=[N:4][CH:5]=[C:6]([C:8](=[O:21])[NH:9][C:10]2[CH:15]=[CH:14][C:13]([O:16][C:17]([F:20])([F:19])[F:18])=[CH:12][CH:11]=2)[CH:7]=1.[N:35]1[CH:40]=[C:39](B(O)O)[CH:38]=[N:37][CH:36]=1.C([O-])([O-])=O.[Na+].[Na+], predict the reaction product. The product is: [NH2:27][C@@H:24]1[CH2:25][CH2:26][N:22]([C:3]2[C:2]([C:39]3[CH:40]=[N:35][CH:36]=[N:37][CH:38]=3)=[CH:7][C:6]([C:8]([NH:9][C:10]3[CH:11]=[CH:12][C:13]([O:16][C:17]([F:18])([F:20])[F:19])=[CH:14][CH:15]=3)=[O:21])=[CH:5][N:4]=2)[CH2:23]1. (2) Given the reactants [CH3:1][C:2]1[C:7]2[C:8]([NH:11][CH2:12][CH2:13][CH2:14][NH2:15])=[N:9][S:10][C:6]=2[CH:5]=[CH:4][CH:3]=1.C(N(C(C)C)CC)(C)C.[F:25][C:26]([F:38])([F:37])[C:27]1[CH:28]=[C:29]([S:33](Cl)(=[O:35])=[O:34])[CH:30]=[CH:31][CH:32]=1, predict the reaction product. The product is: [CH3:1][C:2]1[C:7]2[C:8]([NH:11][CH2:12][CH2:13][CH2:14][NH:15][S:33]([C:29]3[CH:30]=[CH:31][CH:32]=[C:27]([C:26]([F:25])([F:37])[F:38])[CH:28]=3)(=[O:35])=[O:34])=[N:9][S:10][C:6]=2[CH:5]=[CH:4][CH:3]=1. (3) Given the reactants [CH3:1][S:2]([C:5]1[CH:10]=[CH:9][C:8]([C:11]2[N:16]=[CH:15][C:14]([O:17][CH:18]([CH:21]3[CH2:26][CH2:25][N:24]([C:27]([O:29][CH:30]([CH3:32])[CH3:31])=[O:28])[CH2:23][CH2:22]3)[CH2:19][CH3:20])=[CH:13][CH:12]=2)=[CH:7][CH:6]=1)(=[O:4])=[O:3].C(=O)=O, predict the reaction product. The product is: [CH3:1][S:2]([C:5]1[CH:10]=[CH:9][C:8]([C:11]2[N:16]=[CH:15][C:14]([O:17][C@H:18]([CH:21]3[CH2:26][CH2:25][N:24]([C:27]([O:29][CH:30]([CH3:31])[CH3:32])=[O:28])[CH2:23][CH2:22]3)[CH2:19][CH3:20])=[CH:13][CH:12]=2)=[CH:7][CH:6]=1)(=[O:3])=[O:4]. (4) The product is: [CH2:8]([C:14]1([CH2:29][CH2:30][CH2:31][CH2:32][CH2:33][CH3:34])[C:26]2[CH:25]=[C:24]([S:7][C:1]3[CH:6]=[CH:5][CH:4]=[CH:3][CH:2]=3)[CH:23]=[CH:22][C:21]=2[C:20]2[C:15]1=[CH:16][C:17]([S:7][C:1]1[CH:6]=[CH:5][CH:4]=[CH:3][CH:2]=1)=[CH:18][CH:19]=2)[CH2:9][CH2:10][CH2:11][CH2:12][CH3:13]. Given the reactants [C:1]1([SH:7])[CH:6]=[CH:5][CH:4]=[CH:3][CH:2]=1.[CH2:8]([C:14]1([CH2:29][CH2:30][CH2:31][CH2:32][CH2:33][CH3:34])[C:26]2[CH:25]=[C:24](I)[CH:23]=[CH:22][C:21]=2[C:20]2[C:15]1=[CH:16][C:17](I)=[CH:18][CH:19]=2)[CH2:9][CH2:10][CH2:11][CH2:12][CH3:13].C([O-])([O-])=O.[K+].[K+].O, predict the reaction product. (5) Given the reactants [C:1](Cl)(=[O:4])[CH:2]=[CH2:3].[OH-].[Na+].[C:8]([O:12][C:13]([NH:15][C@@H:16]([CH2:20][CH:21]1[CH2:26][CH2:25][NH:24][CH2:23][CH2:22]1)[C:17]([OH:19])=[O:18])=[O:14])([CH3:11])([CH3:10])[CH3:9], predict the reaction product. The product is: [C:1]([N:24]1[CH2:25][CH2:26][CH:21]([CH2:20][C@H:16]([NH:15][C:13]([O:12][C:8]([CH3:11])([CH3:10])[CH3:9])=[O:14])[C:17]([OH:19])=[O:18])[CH2:22][CH2:23]1)(=[O:4])[CH:2]=[CH2:3]. (6) The product is: [CH3:31][O:30][C:27]1[CH:28]=[CH:29][C:24]([CH2:23][NH:22][C:4]2[C:5]([NH:8][C:9]([C:11]3[N:12]([CH3:21])[N:13]=[C:14]([C:17]([CH3:19])([CH3:18])[CH3:20])[C:15]=3[Cl:16])=[O:10])=[N:6][CH:7]=[C:2]([C:35]3[CH:36]=[CH:37][CH:38]=[CH:39][C:34]=3[C:33]([F:44])([F:43])[F:32])[N:3]=2)=[CH:25][CH:26]=1. Given the reactants Br[C:2]1[N:3]=[C:4]([NH:22][CH2:23][C:24]2[CH:29]=[CH:28][C:27]([O:30][CH3:31])=[CH:26][CH:25]=2)[C:5]([NH:8][C:9]([C:11]2[N:12]([CH3:21])[N:13]=[C:14]([C:17]([CH3:20])([CH3:19])[CH3:18])[C:15]=2[Cl:16])=[O:10])=[N:6][CH:7]=1.[F:32][C:33]([F:44])([F:43])[C:34]1[CH:39]=[CH:38][CH:37]=[CH:36][C:35]=1B(O)O.C([O-])([O-])=O.[K+].[K+].C(Cl)Cl, predict the reaction product. (7) Given the reactants [CH3:1][N:2]([CH3:13])[CH2:3][C:4]1[C:12]2[C:7](=[N:8][CH:9]=[CH:10][CH:11]=2)[NH:6][CH:5]=1.[H-].[Na+].[C:16]([O:20][C:21](O[C:21]([O:20][C:16]([CH3:19])([CH3:18])[CH3:17])=[O:22])=[O:22])([CH3:19])([CH3:18])[CH3:17].O, predict the reaction product. The product is: [C:16]([O:20][C:21]([N:6]1[C:7]2=[N:8][CH:9]=[CH:10][CH:11]=[C:12]2[C:4]([CH2:3][N:2]([CH3:13])[CH3:1])=[CH:5]1)=[O:22])([CH3:19])([CH3:18])[CH3:17].